From a dataset of Forward reaction prediction with 1.9M reactions from USPTO patents (1976-2016). Predict the product of the given reaction. (1) Given the reactants Br[CH:2]1[CH2:6][CH2:5][N:4]([CH:7]2[CH2:12][CH2:11][N:10]([C:13]([O:15][C:16]([CH3:19])([CH3:18])[CH3:17])=[O:14])[CH2:9][CH2:8]2)[C:3]1=[O:20].[Br:21][C:22]1[CH:27]=[CH:26][C:25]([OH:28])=[C:24]([F:29])[CH:23]=1.C([O-])([O-])=O.[K+].[K+], predict the reaction product. The product is: [Br:21][C:22]1[CH:27]=[CH:26][C:25]([O:28][CH:2]2[CH2:6][CH2:5][N:4]([CH:7]3[CH2:12][CH2:11][N:10]([C:13]([O:15][C:16]([CH3:19])([CH3:18])[CH3:17])=[O:14])[CH2:9][CH2:8]3)[C:3]2=[O:20])=[C:24]([F:29])[CH:23]=1. (2) The product is: [CH3:28][N:29]1[C:37]2[C:32](=[CH:33][C:34]([C@H:39]([OH:42])[CH2:40][Cl:41])=[CH:35][C:36]=2[Cl:38])[CH2:31][CH2:30]1. Given the reactants B1(C)OC(C2C=CC=CC=2)(C2C=CC=CC=2)[C@H]2N1CCC2.B.C1COCC1.[CH3:28][N:29]1[C:37]2[C:32](=[CH:33][C:34]([C:39](=[O:42])[CH2:40][Cl:41])=[CH:35][C:36]=2[Cl:38])[CH2:31][CH2:30]1, predict the reaction product. (3) Given the reactants Cl[C:2]1[N:3]=[C:4]([N:15]2[CH2:20][CH2:19][O:18][CH2:17][CH2:16]2)[C:5]2[CH:10]=[C:9]([C:11]([OH:14])([CH3:13])[CH3:12])[O:8][C:6]=2[N:7]=1.CC1(C)C(C)(C)OB([C:29]2[CH:30]=[N:31][C:32]([NH2:35])=[N:33][CH:34]=2)O1.CC([O-])=O.[K+].C(#N)C, predict the reaction product. The product is: [NH2:35][C:32]1[N:33]=[CH:34][C:29]([C:2]2[N:3]=[C:4]([N:15]3[CH2:20][CH2:19][O:18][CH2:17][CH2:16]3)[C:5]3[CH:10]=[C:9]([C:11]([OH:14])([CH3:13])[CH3:12])[O:8][C:6]=3[N:7]=2)=[CH:30][N:31]=1. (4) The product is: [CH3:6][C:7]1([CH3:31])[CH:16]2[O:2][CH:15]2[C:14]2[CH:13]=[C:12]([CH2:17][C:18]([NH:20][CH:21]3[C:30]4[C:25](=[CH:26][CH:27]=[CH:28][CH:29]=4)[CH2:24][CH2:23][CH2:22]3)=[O:19])[CH:11]=[CH:10][C:9]=2[O:8]1. Given the reactants C(=O)([O-])[OH:2].[Na+].[CH3:6][C:7]1([CH3:31])[CH:16]=[CH:15][C:14]2[C:9](=[CH:10][CH:11]=[C:12]([CH2:17][C:18]([NH:20][CH:21]3[C:30]4[C:25](=[CH:26][CH:27]=[CH:28][CH:29]=4)[CH2:24][CH2:23][CH2:22]3)=[O:19])[CH:13]=2)[O:8]1.ClC1C=C(C=CC=1)C(OO)=O, predict the reaction product. (5) Given the reactants [CH:1]1([C:4]([NH:6][C:7]2[NH:11][C:10]3[CH:12]=[C:13]([O:16][C:17]4[CH:18]=[C:19]([NH:23]C(=O)OC(C)(C)C)[CH:20]=[CH:21][CH:22]=4)[CH:14]=[CH:15][C:9]=3[N:8]=2)=[O:5])[CH2:3][CH2:2]1, predict the reaction product. The product is: [NH2:23][C:19]1[CH:18]=[C:17]([CH:22]=[CH:21][CH:20]=1)[O:16][C:13]1[CH:14]=[CH:15][C:9]2[N:8]=[C:7]([NH:6][C:4]([CH:1]3[CH2:3][CH2:2]3)=[O:5])[NH:11][C:10]=2[CH:12]=1. (6) Given the reactants [Cl:1][C:2]1[CH:7]=[CH:6][C:5]([C@@:8]2([C:40]#[N:41])[C@H:12]([CH2:13][C:14]([CH3:17])([CH3:16])[CH3:15])[NH:11][C@@H:10]([C:18]([NH:20][CH2:21][C:22]3[CH:30]=[CH:29][C:25]([C:26]([OH:28])=[O:27])=[C:24]([F:31])[CH:23]=3)=[O:19])[C@@H:9]2[C:32]2[CH:37]=[CH:36][CH:35]=[C:34]([Cl:38])[C:33]=2[F:39])=[C:4]([F:42])[CH:3]=1, predict the reaction product. The product is: [Cl:38][C:34]1[C:33]([F:39])=[C:32]([C@H:9]2[C@@:8]([C:5]3[CH:6]=[CH:7][C:2]([Cl:1])=[CH:3][C:4]=3[F:42])([C:40]#[N:41])[C@@H:12]([CH2:13][C:14]([CH3:17])([CH3:16])[CH3:15])[NH:11][C@@H:10]2[C:18]([NH:20][CH2:21][C:22]2[CH:30]=[CH:29][C:25]([C:26]([OH:28])=[O:27])=[C:24]([F:31])[CH:23]=2)=[O:19])[CH:37]=[CH:36][CH:35]=1. (7) The product is: [CH3:1][O:2][C:3](=[O:12])[C:4]1[CH:9]=[CH:8][C:7]([CH:10]([OH:11])[CH2:13][CH2:14][CH2:15][CH2:16][CH3:17])=[CH:6][CH:5]=1. Given the reactants [CH3:1][O:2][C:3](=[O:12])[C:4]1[CH:9]=[CH:8][C:7]([CH:10]=[O:11])=[CH:6][CH:5]=1.[CH2:13]([Mg]Cl)[CH2:14][CH2:15][CH2:16][CH3:17], predict the reaction product. (8) The product is: [CH2:18]([C:4]1([C:5]([O:7][CH2:8][CH3:9])=[O:6])[CH2:3][CH2:2][NH:1][CH2:11][CH2:10]1)[C:19]1[CH:24]=[CH:23][CH:22]=[CH:21][CH:20]=1. Given the reactants [NH:1]1[CH2:11][CH2:10][CH:4]([C:5]([O:7][CH2:8][CH3:9])=[O:6])[CH2:3][CH2:2]1.C(=O)([O-])[O-].[K+].[K+].[CH2:18](Br)[C:19]1[CH:24]=[CH:23][CH:22]=[CH:21][CH:20]=1, predict the reaction product.